Task: Predict the reactants needed to synthesize the given product.. Dataset: Full USPTO retrosynthesis dataset with 1.9M reactions from patents (1976-2016) (1) The reactants are: [CH2:1]([C:4]1([N:17]([CH2:22][C:23]2[CH:31]=[CH:30][CH:29]=[C:28]3[C:24]=2[CH:25]=[CH:26][N:27]3[S:32]([C:35]2[CH:41]=[CH:40][C:38]([CH3:39])=[CH:37][CH:36]=2)(=[O:34])=[O:33])[C:18](=[O:21])C=C)[CH2:9][CH2:8][N:7]([C:10]([O:12][C:13]([CH3:16])([CH3:15])[CH3:14])=[O:11])[CH2:6][CH2:5]1)[CH:2]=[CH2:3]. Given the product [O:21]=[C:18]1[CH:3]=[CH:2][CH2:1][C:4]2([CH2:9][CH2:8][N:7]([C:10]([O:12][C:13]([CH3:14])([CH3:16])[CH3:15])=[O:11])[CH2:6][CH2:5]2)[N:17]1[CH2:22][C:23]1[CH:31]=[CH:30][CH:29]=[C:28]2[C:24]=1[CH:25]=[CH:26][N:27]2[S:32]([C:35]1[CH:41]=[CH:40][C:38]([CH3:39])=[CH:37][CH:36]=1)(=[O:34])=[O:33], predict the reactants needed to synthesize it. (2) Given the product [Cl:31][C:30]1[CH:29]=[CH:28][CH:27]=[C:26]([Cl:32])[C:25]=1[C:24]([NH:23][C:20]1[CH:19]=[CH:18][C:17]([CH2:16][C@H:12]([NH:11][C:9]([C:4]2([CH2:3][CH2:2][NH:1][C:42](=[O:41])[CH2:43][CH2:44][O:45][CH2:46][CH2:47][O:48][CH2:49][CH2:50][O:51][CH2:52][CH2:53][O:54][CH2:55][CH2:56][O:57][CH2:58][CH2:59][O:60][CH2:61][CH2:62][O:63][CH2:64][CH2:65][O:66][CH2:67][CH2:68][O:69][CH2:70][CH2:71][O:72][CH2:73][CH2:74][O:75][CH2:76][CH2:77][O:78][CH2:79][CH2:80][NH:81][C:82](=[O:92])[CH2:83][CH2:84][N:85]3[C:89](=[O:90])[CH:88]=[CH:87][C:86]3=[O:91])[CH2:8][CH2:7][CH2:6][CH2:5]2)=[O:10])[C:13]([OH:15])=[O:14])=[CH:22][CH:21]=1)=[O:33], predict the reactants needed to synthesize it. The reactants are: [NH2:1][CH2:2][CH2:3][C:4]1([C:9]([NH:11][C@@H:12]([CH2:16][C:17]2[CH:22]=[CH:21][C:20]([NH:23][C:24](=[O:33])[C:25]3[C:30]([Cl:31])=[CH:29][CH:28]=[CH:27][C:26]=3[Cl:32])=[CH:19][CH:18]=2)[C:13]([OH:15])=[O:14])=[O:10])[CH2:8][CH2:7][CH2:6][CH2:5]1.O=C1CCC(=O)N1[O:41][C:42](=O)[CH2:43][CH2:44][O:45][CH2:46][CH2:47][O:48][CH2:49][CH2:50][O:51][CH2:52][CH2:53][O:54][CH2:55][CH2:56][O:57][CH2:58][CH2:59][O:60][CH2:61][CH2:62][O:63][CH2:64][CH2:65][O:66][CH2:67][CH2:68][O:69][CH2:70][CH2:71][O:72][CH2:73][CH2:74][O:75][CH2:76][CH2:77][O:78][CH2:79][CH2:80][NH:81][C:82](=[O:92])[CH2:83][CH2:84][N:85]1[C:89](=[O:90])[CH:88]=[CH:87][C:86]1=[O:91].CCN(C(C)C)C(C)C. (3) Given the product [Br:1][C:2]1[CH:9]=[CH:8][C:5]([C:6]2[NH:13][N:12]=[N:11][N:7]=2)=[C:4]([F:10])[CH:3]=1, predict the reactants needed to synthesize it. The reactants are: [Br:1][C:2]1[CH:9]=[CH:8][C:5]([C:6]#[N:7])=[C:4]([F:10])[CH:3]=1.[N-:11]=[N+:12]=[N-:13].[Na+]. (4) The reactants are: [CH3:1][C:2]([NH:25]C(=O)C(F)(F)F)([CH3:24])[CH2:3][C:4]1[CH:9]=[CH:8][C:7]([S:10]([C:13]2[CH:23]=[CH:22][C:16]([C:17]([O:19][CH2:20][CH3:21])=[O:18])=[CH:15][CH:14]=2)(=[O:12])=[O:11])=[CH:6][CH:5]=1.[OH-].[Na+].[CH2:34](O)C. Given the product [NH2:25][C:2]([CH2:1][CH3:34])([CH3:24])[CH2:3][C:4]1[CH:5]=[CH:6][C:7]([S:10]([C:13]2[CH:23]=[CH:22][C:16]([C:17]([O:19][CH2:20][CH3:21])=[O:18])=[CH:15][CH:14]=2)(=[O:12])=[O:11])=[CH:8][CH:9]=1, predict the reactants needed to synthesize it. (5) Given the product [CH3:49][N:47]1[C:46](=[O:50])[C:45]([CH3:51])=[CH:44][C:43]([C:22]2[CH:21]=[CH:20][C:19]([C@@H:17]([N:13]3[CH2:12][CH2:11][C@:10]([CH2:9][C:8]([OH:7])([CH3:40])[CH3:41])([C:34]4[CH:39]=[CH:38][CH:37]=[CH:36][CH:35]=4)[O:15][C:14]3=[O:16])[CH3:18])=[CH:24][CH:23]=2)=[N:48]1, predict the reactants needed to synthesize it. The reactants are: C([O-])([O-])=O.[Na+].[Na+].[OH:7][C:8]([CH3:41])([CH3:40])[CH2:9][C@@:10]1([C:34]2[CH:39]=[CH:38][CH:37]=[CH:36][CH:35]=2)[O:15][C:14](=[O:16])[N:13]([C@H:17]([C:19]2[CH:24]=[CH:23][C:22](B3OC(C)(C)C(C)(C)O3)=[CH:21][CH:20]=2)[CH3:18])[CH2:12][CH2:11]1.Cl[C:43]1[CH:44]=[C:45]([CH3:51])[C:46](=[O:50])[N:47]([CH3:49])[N:48]=1. (6) Given the product [CH3:12][C:13]1[CH:18]=[C:17]([CH3:19])[CH:16]=[CH:15][C:14]=1[O:20][CH2:2][C:3]1[C:8]([N+:9]([O-:11])=[O:10])=[CH:7][CH:6]=[CH:5][N:4]=1, predict the reactants needed to synthesize it. The reactants are: Br[CH2:2][C:3]1[C:8]([N+:9]([O-:11])=[O:10])=[CH:7][CH:6]=[CH:5][N:4]=1.[CH3:12][C:13]1[CH:18]=[C:17]([CH3:19])[CH:16]=[CH:15][C:14]=1[OH:20]. (7) Given the product [Cl:23][C:9]1[C:10]2[NH:14][C:13](=[O:15])[N:12]([CH2:16][C:17]([O:19][CH:20]([CH3:22])[CH3:21])=[O:18])[C:11]=2[C:6]([CH:3]([CH2:4][CH3:5])[CH2:1][CH3:2])=[CH:7][CH:8]=1, predict the reactants needed to synthesize it. The reactants are: [CH2:1]([CH:3]([C:6]1[C:11]2[N:12]([CH2:16][C:17]([O:19][CH:20]([CH3:22])[CH3:21])=[O:18])[C:13](=[O:15])[NH:14][C:10]=2[CH:9]=[CH:8][CH:7]=1)[CH2:4][CH3:5])[CH3:2].[Cl:23]N1C(=O)CCC1=O. (8) Given the product [C:13]([O:17][C:18]([NH:20][C@H:21]1[C@@H:25]([CH3:26])[CH2:24][N:23]([C:27]2[C:35]([F:36])=[CH:34][C:30]([C:31](=[O:33])[CH2:40][C:39]([O:45][CH2:46][CH3:47])=[O:44])=[C:29]([F:37])[C:28]=2[CH3:38])[CH2:22]1)=[O:19])([CH3:16])([CH3:15])[CH3:14], predict the reactants needed to synthesize it. The reactants are: C(N1C=CN=C1)(N1C=CN=C1)=O.[C:13]([O:17][C:18]([NH:20][C@H:21]1[C@@H:25]([CH3:26])[CH2:24][N:23]([C:27]2[C:35]([F:36])=[CH:34][C:30]([C:31]([OH:33])=O)=[C:29]([F:37])[C:28]=2[CH3:38])[CH2:22]1)=[O:19])([CH3:16])([CH3:15])[CH3:14].[C:39]([O:45][CH2:46][CH3:47])(=[O:44])[CH2:40]C([O-])=O.[K+].[Cl-].[Mg+2].[Cl-].C(N(CC)CC)C.C(O)(=O)CC(CC(O)=O)(C(O)=O)O. (9) Given the product [F:1][C:2]1[CH:27]=[C:26]([F:28])[CH:25]=[CH:24][C:3]=1[O:4][C:5]1[C:6]([C:15]2[CH:16]=[C:17]([CH3:23])[C:18](=[O:22])[N:19]([CH3:21])[CH:20]=2)=[N:7][C:8]([NH:34][S:31]([CH2:29][CH3:30])(=[O:33])=[O:32])=[N:9][CH:10]=1, predict the reactants needed to synthesize it. The reactants are: [F:1][C:2]1[CH:27]=[C:26]([F:28])[CH:25]=[CH:24][C:3]=1[O:4][C:5]1[C:6]([C:15]2[CH:16]=[C:17]([CH3:23])[C:18](=[O:22])[N:19]([CH3:21])[CH:20]=2)=[N:7][C:8](S(C)(=O)=O)=[N:9][CH:10]=1.[CH2:29]([S:31]([NH2:34])(=[O:33])=[O:32])[CH3:30]. (10) Given the product [CH3:15][O:16][C:17](=[O:24])[C@@:18]([CH3:21])([CH2:22][O:23][C:2]([F:14])([F:13])[F:1])[CH:19]=[CH2:20], predict the reactants needed to synthesize it. The reactants are: [F:1][C:2]([F:14])([F:13])I1C2C=CC=CC=2C(=O)O1.[CH3:15][O:16][C:17](=[O:24])[C@:18]([CH2:22][OH:23])([CH3:21])[CH:19]=[CH2:20].